This data is from Forward reaction prediction with 1.9M reactions from USPTO patents (1976-2016). The task is: Predict the product of the given reaction. Given the reactants [F:1][C:2]([F:28])([F:27])[O:3][C:4]1[CH:11]=[CH:10][C:7]([CH:8]=[O:9])=[CH:6][C:5]=1[C:12]1[C:21]([CH3:22])=[CH:20][C:19]2[C:18]([CH3:24])([CH3:23])[CH2:17][CH:16](C)[CH:15]([CH3:26])[C:14]=2[CH:13]=1.[BH4-].[Na+].[CH3:31]O, predict the reaction product. The product is: [CH3:22][C:21]1[C:12]([C:5]2[CH:6]=[C:7]([CH:10]=[CH:11][C:4]=2[O:3][C:2]([F:1])([F:28])[F:27])[CH2:8][OH:9])=[CH:13][C:14]2[C:15]([CH3:31])([CH3:26])[CH2:16][CH2:17][C:18]([CH3:24])([CH3:23])[C:19]=2[CH:20]=1.